From a dataset of Full USPTO retrosynthesis dataset with 1.9M reactions from patents (1976-2016). Predict the reactants needed to synthesize the given product. (1) Given the product [Br:1][C:2]1[CH:3]=[CH:4][CH:5]=[C:6]2[C:10]=1[NH:9][C:8]([C:11]([O:13][CH2:14][CH3:15])=[O:12])=[C:7]2[CH2:16][CH2:17][CH2:18][OH:19], predict the reactants needed to synthesize it. The reactants are: [Br:1][C:2]1[CH:3]=[CH:4][CH:5]=[C:6]2[C:10]=1[NH:9][C:8]([C:11]([O:13][CH2:14][CH3:15])=[O:12])=[C:7]2[CH2:16][CH2:17][C:18](OCC)=[O:19].B. (2) Given the product [Cl:1][C:2]1[C:3]2[N:10]([CH2:16][CH2:15][S:12]([CH3:11])(=[O:14])=[O:13])[CH:9]=[CH:8][C:4]=2[N:5]=[CH:6][N:7]=1, predict the reactants needed to synthesize it. The reactants are: [Cl:1][C:2]1[C:3]2[NH:10][CH:9]=[CH:8][C:4]=2[N:5]=[CH:6][N:7]=1.[CH3:11][S:12]([CH:15]=[CH2:16])(=[O:14])=[O:13].C(=O)([O-])[O-].[Cs+].[Cs+].CN(C)C=O. (3) Given the product [CH3:1][N:2]([CH3:15])[CH2:3][CH2:4][O:5][C:6]1[CH:11]=[CH:10][C:9]([NH2:12])=[CH:8][CH:7]=1, predict the reactants needed to synthesize it. The reactants are: [CH3:1][N:2]([CH3:15])[CH2:3][CH2:4][O:5][C:6]1[CH:11]=[CH:10][C:9]([N+:12]([O-])=O)=[CH:8][CH:7]=1. (4) Given the product [NH2:8][C@@H:9]([C@H:15]([OH:19])[CH:16]([CH3:18])[CH3:17])[C:10]([O:12][CH2:13][CH3:14])=[O:11], predict the reactants needed to synthesize it. The reactants are: C([N:8](CC1C=CC=CC=1)[C@@H:9]([C@H:15]([OH:19])[CH:16]([CH3:18])[CH3:17])[C:10]([O:12][CH2:13][CH3:14])=[O:11])C1C=CC=CC=1. (5) Given the product [C:1]([O:5][C:6]([CH:8]1[CH2:9][CH2:10][N:11]([C:14]2[C:24]([C:25]#[N:26])=[CH:23][C:17]([C:18]([OH:20])=[O:19])=[C:16]([CH2:27][N:28]3[CH2:33][CH2:32][CH2:31][CH2:30][C:29]3=[O:34])[N:15]=2)[CH2:12][CH2:13]1)=[O:7])([CH3:4])([CH3:2])[CH3:3], predict the reactants needed to synthesize it. The reactants are: [C:1]([O:5][C:6]([CH:8]1[CH2:13][CH2:12][N:11]([C:14]2[C:24]([C:25]#[N:26])=[CH:23][C:17]([C:18]([O:20]CC)=[O:19])=[C:16]([CH2:27][N:28]3[CH2:33][CH2:32][CH2:31][CH2:30][C:29]3=[O:34])[N:15]=2)[CH2:10][CH2:9]1)=[O:7])([CH3:4])([CH3:3])[CH3:2].[OH-].[Na+].